From a dataset of Full USPTO retrosynthesis dataset with 1.9M reactions from patents (1976-2016). Predict the reactants needed to synthesize the given product. (1) Given the product [CH3:36][O:35][C:9]1[CH:10]=[C:11]([C:14]2[CH:15]=[CH:16][C:17]3[C:23](=[O:24])[NH:22][C:21]4[CH:25]=[C:26]([CH2:29][C:30]([O:32][CH3:33])=[O:31])[CH:27]=[CH:28][C:20]=4[NH:19][C:18]=3[CH:34]=2)[CH:12]=[CH:13][C:8]=1[C:5]1[CH:4]=[CH:3][C:2](=[O:39])[NH:7][CH:6]=1, predict the reactants needed to synthesize it. The reactants are: F[C:2]1[N:7]=[CH:6][C:5]([C:8]2[CH:13]=[CH:12][C:11]([C:14]3[CH:15]=[CH:16][C:17]4[C:23](=[O:24])[NH:22][C:21]5[CH:25]=[C:26]([CH2:29][C:30]([O:32][CH3:33])=[O:31])[CH:27]=[CH:28][C:20]=5[NH:19][C:18]=4[CH:34]=3)=[CH:10][C:9]=2[O:35][CH3:36])=[CH:4][CH:3]=1.C(O)(=[O:39])C. (2) Given the product [ClH:24].[CH3:1][Si:2]([CH3:23])([CH3:22])[CH2:3][CH2:4][O:5][C:6]([N:8]1[CH2:13][CH2:12][CH:11]([C:14]2[CH:19]=[CH:18][CH:17]=[C:16]([CH2:20][NH2:21])[CH:15]=2)[CH2:10][CH2:9]1)=[O:7], predict the reactants needed to synthesize it. The reactants are: [CH3:1][Si:2]([CH3:23])([CH3:22])[CH2:3][CH2:4][O:5][C:6]([N:8]1[CH2:13][CH:12]=[C:11]([C:14]2[CH:19]=[CH:18][CH:17]=[C:16]([C:20]#[N:21])[CH:15]=2)[CH2:10][CH2:9]1)=[O:7].[ClH:24].CCOCC.CCOC(C)=O. (3) Given the product [CH:12]12[NH:11][CH:16]([CH2:17][CH2:18]1)[CH2:15][C:14](=[C:19]1[C:32]3[CH:31]=[CH:30][CH:29]=[C:28]([OH:33])[C:27]=3[O:26][C:25]3[C:20]1=[CH:21][CH:22]=[CH:23][CH:24]=3)[CH2:13]2, predict the reactants needed to synthesize it. The reactants are: C(=O)([O-])[O-].[K+].[K+].FC(F)(F)C([N:11]1[CH:16]2[CH2:17][CH2:18][CH:12]1[CH2:13][C:14](=[C:19]1[C:32]3[CH:31]=[CH:30][CH:29]=[C:28]([OH:33])[C:27]=3[O:26][C:25]3[C:20]1=[CH:21][CH:22]=[CH:23][CH:24]=3)[CH2:15]2)=O. (4) Given the product [CH2:10]([O:9][C:7]([C:3]1[NH:4][CH:5]=[C:6]2[CH:27]([C:25]3[O:26][C:22]([S:21][C:19]4[NH:20][C:16]5[CH:15]=[CH:14][C:13]([Cl:12])=[CH:29][C:17]=5[N:18]=4)=[CH:23][CH:24]=3)[C:31]3[C:32](=[O:36])[CH2:33][CH2:34][CH2:35][C:30]=3[NH:1][C:2]=12)=[O:8])[CH3:11], predict the reactants needed to synthesize it. The reactants are: [NH2:1][C:2]1[CH:6]=[CH:5][NH:4][C:3]=1[C:7]([O:9][CH2:10][CH3:11])=[O:8].[Cl:12][C:13]1[CH:14]=[CH:15][C:16]2[N:20]=[C:19]([S:21][C:22]3[O:26][C:25]([CH:27]=O)=[CH:24][CH:23]=3)[NH:18][C:17]=2[CH:29]=1.[C:30]1(=O)[CH2:35][CH2:34][CH2:33][C:32](=[O:36])[CH2:31]1. (5) Given the product [CH:1]1([N:4]2[C:8]3[CH2:9][NH:10][CH2:11][C:7]=3[CH:6]=[N:5]2)[CH2:3][CH2:2]1.[ClH:19], predict the reactants needed to synthesize it. The reactants are: [CH:1]1([N:4]2[C:8]3[CH2:9][N:10](C(OC(C)(C)C)=O)[CH2:11][C:7]=3[CH:6]=[N:5]2)[CH2:3][CH2:2]1.[ClH:19].